From a dataset of Catalyst prediction with 721,799 reactions and 888 catalyst types from USPTO. Predict which catalyst facilitates the given reaction. (1) Reactant: [C:1](Cl)([C:14]1[CH:19]=[CH:18][CH:17]=[CH:16][CH:15]=1)([C:8]1[CH:13]=[CH:12][CH:11]=[CH:10][CH:9]=1)[C:2]1[CH:7]=[CH:6][CH:5]=[CH:4][CH:3]=1.[NH:21]1[CH:25]=[CH:24][N:23]=[CH:22]1.C(N(CC)CC)C. Product: [C:1]([N:21]1[CH:25]=[CH:24][N:23]=[CH:22]1)([C:14]1[CH:19]=[CH:18][CH:17]=[CH:16][CH:15]=1)([C:8]1[CH:13]=[CH:12][CH:11]=[CH:10][CH:9]=1)[C:2]1[CH:7]=[CH:6][CH:5]=[CH:4][CH:3]=1. The catalyst class is: 2. (2) Reactant: C[O:2][C:3](=[O:30])[C:4]1[CH:9]=[CH:8][C:7]([N:10]2[C:15]([CH3:16])=[CH:14][C:13]([O:17][CH2:18][C:19]3[CH:24]=[CH:23][C:22]([F:25])=[CH:21][C:20]=3[F:26])=[C:12]([Br:27])[C:11]2=[O:28])=[C:6]([Cl:29])[CH:5]=1.Cl. Product: [Br:27][C:12]1[C:11](=[O:28])[N:10]([C:7]2[CH:8]=[CH:9][C:4]([C:3]([OH:30])=[O:2])=[CH:5][C:6]=2[Cl:29])[C:15]([CH3:16])=[CH:14][C:13]=1[O:17][CH2:18][C:19]1[CH:24]=[CH:23][C:22]([F:25])=[CH:21][C:20]=1[F:26]. The catalyst class is: 20. (3) Reactant: [CH:1]([NH2:4])([CH3:3])[CH3:2].F[C:6]1[CH:11]=[CH:10][CH:9]=[CH:8][C:7]=1[N+:12]([O-:14])=[O:13]. Product: [CH:1]([NH:4][C:6]1[CH:11]=[CH:10][CH:9]=[CH:8][C:7]=1[N+:12]([O-:14])=[O:13])([CH3:3])[CH3:2]. The catalyst class is: 8. (4) Reactant: [CH3:1][S:2][C:3]1[N:4]=[CH:5][C:6]2[C:15](=[O:16])[N:14]([C:17]3[CH:18]=[C:19]([CH:24]=[CH:25][CH:26]=3)[C:20]([NH:22][NH2:23])=[O:21])[CH2:13][C@H:12]3[N:8]([CH2:9][CH2:10][CH2:11]3)[C:7]=2[N:27]=1.[C:28](N1C=CN=C1)(N1C=CN=C1)=[O:29]. Product: [CH3:1][S:2][C:3]1[N:4]=[CH:5][C:6]2[C:15](=[O:16])[N:14]([C:17]3[CH:18]=[C:19]([C:20]4[O:21][C:28](=[O:29])[NH:23][N:22]=4)[CH:24]=[CH:25][CH:26]=3)[CH2:13][C@H:12]3[N:8]([CH2:9][CH2:10][CH2:11]3)[C:7]=2[N:27]=1. The catalyst class is: 1.